This data is from Full USPTO retrosynthesis dataset with 1.9M reactions from patents (1976-2016). The task is: Predict the reactants needed to synthesize the given product. (1) Given the product [NH2:1][C:2]1[C:11]([C:12]([NH:25][C:26]2[CH:27]=[N:28][CH:29]=[C:30]([F:47])[C:31]=2[N:32]2[CH2:33][CH2:34][CH:35]([C:38]([N:40]3[CH2:41][CH2:42][N:43]([CH3:46])[CH2:44][CH2:45]3)=[O:39])[CH2:36][CH2:37]2)=[O:14])=[C:5]2[N:6]=[CH:7][C:8]([F:10])=[CH:9][N:4]2[N:3]=1, predict the reactants needed to synthesize it. The reactants are: [NH2:1][C:2]1[C:11]([C:12]([O:14]N2C3C=CC=CC=3N=N2)=O)=[C:5]2[N:6]=[CH:7][C:8]([F:10])=[CH:9][N:4]2[N:3]=1.Br.[NH2:25][C:26]1[CH:27]=[N:28][CH:29]=[C:30]([F:47])[C:31]=1[N:32]1[CH2:37][CH2:36][CH:35]([C:38]([N:40]2[CH2:45][CH2:44][N:43]([CH3:46])[CH2:42][CH2:41]2)=[O:39])[CH2:34][CH2:33]1.CCN(C(C)C)C(C)C. (2) Given the product [C:12]([NH:19][C:20](=[NH:6])[NH:22][C:23]([O:25][C:26]([CH3:29])([CH3:28])[CH3:27])=[O:24])([O:14][C:15]([CH3:18])([CH3:17])[CH3:16])=[O:13], predict the reactants needed to synthesize it. The reactants are: FC(F)(F)C1C=C(C=CC=1)[NH2:6].[C:12]([NH:19][C:20]([NH:22][C:23]([O:25][C:26]([CH3:29])([CH3:28])[CH3:27])=[O:24])=S)([O:14][C:15]([CH3:18])([CH3:17])[CH3:16])=[O:13].CCN(CC)CC. (3) Given the product [NH2:49][C:45]1[N:44]=[C:43]([NH:50][CH2:51][CH2:52][NH:53][C:54]([O:56][C:57]([CH3:58])([CH3:59])[CH3:60])=[O:55])[N:42]=[C:41]2[C:46]=1[N:47]=[CH:48][N:40]2[C@@H:6]1[O:7][C@H:8]([CH2:14][C@@H:15]([N:37]=[N+:38]=[N-:39])[CH2:16][CH2:17][C@H:18]([NH:26][S:27]([C:30]2[CH:31]=[CH:32][C:33]([CH3:36])=[CH:34][CH:35]=2)(=[O:29])=[O:28])[C:19]([O:21][C:22]([CH3:23])([CH3:25])[CH3:24])=[O:20])[C@@H:9]([OH:10])[C@H:5]1[OH:4], predict the reactants needed to synthesize it. The reactants are: C([O:4][C@@H:5]1[C@H:9]([O:10]C(=O)C)[C@@H:8]([CH2:14][C@@H:15]([N:37]=[N+:38]=[N-:39])[CH2:16][CH2:17][C@H:18]([NH:26][S:27]([C:30]2[CH:35]=[CH:34][C:33]([CH3:36])=[CH:32][CH:31]=2)(=[O:29])=[O:28])[C:19]([O:21][C:22]([CH3:25])([CH3:24])[CH3:23])=[O:20])[O:7][C@H:6]1[N:40]1[CH:48]=[N:47][C:46]2[C:41]1=[N:42][C:43]([NH:50][CH2:51][CH2:52][NH:53][C:54]([O:56][C:57]([CH3:60])([CH3:59])[CH3:58])=[O:55])=[N:44][C:45]=2[NH2:49])(=O)C.C(=O)([O-])[O-].[K+].[K+].C(O)(=O)C. (4) The reactants are: Br[CH2:2][C:3](=O)[C:4]([F:7])([F:6])[F:5].[NH2:9][C:10]1[S:11][CH:12]=[CH:13][N:14]=1. Given the product [F:5][C:4]([F:7])([F:6])[C:3]1[N:9]=[C:10]2[N:14]([CH:2]=1)[CH:13]=[CH:12][S:11]2, predict the reactants needed to synthesize it. (5) Given the product [C:28]([N:25]1[CH2:26][CH2:27][N:22]([C:16]2[S:17][C:18]([C:19]([NH2:21])=[O:20])=[C:14]([C:11]3[CH:12]=[CH:13][C:8]([O:1][C:2]4[CH:7]=[CH:6][CH:5]=[CH:4][CH:3]=4)=[CH:9][CH:10]=3)[N:15]=2)[CH2:23][CH2:24]1)(=[O:31])[CH:29]=[CH2:30], predict the reactants needed to synthesize it. The reactants are: [O:1]([C:8]1[CH:13]=[CH:12][C:11]([C:14]2[N:15]=[C:16]([N:22]3[CH2:27][CH2:26][NH:25][CH2:24][CH2:23]3)[S:17][C:18]=2[C:19]([NH2:21])=[O:20])=[CH:10][CH:9]=1)[C:2]1[CH:7]=[CH:6][CH:5]=[CH:4][CH:3]=1.[C:28](Cl)(=[O:31])[CH:29]=[CH2:30].